Dataset: Reaction yield outcomes from USPTO patents with 853,638 reactions. Task: Predict the reaction yield, written as a fraction of the theoretical maximum amount of product (1.0 means a 100% yield; for example, 0.34 means a 34% yield). The reactants are [SH:1][C:2]1[CH:11]=[C:10]2[C:5]([C:6]([Br:16])=[N:7][N:8]([CH:13]([CH3:15])[CH3:14])[C:9]2=[O:12])=[CH:4][CH:3]=1.[H-].[Na+].Cl[CH2:20][CH2:21][S:22][CH3:23]. The catalyst is CN(C=O)C. The product is [Br:16][C:6]1[C:5]2[C:10](=[CH:11][C:2]([S:1][CH2:20][CH2:21][S:22][CH3:23])=[CH:3][CH:4]=2)[C:9](=[O:12])[N:8]([CH:13]([CH3:14])[CH3:15])[N:7]=1. The yield is 0.540.